This data is from Full USPTO retrosynthesis dataset with 1.9M reactions from patents (1976-2016). The task is: Predict the reactants needed to synthesize the given product. Given the product [CH2:27]([O:29][C:30](=[O:37])[CH2:31][CH2:32][CH2:33][CH2:34][CH2:35][O:36][C:4]1[C:5]2[C:12]([C:13]3[CH:18]=[CH:17][C:16]([O:19][CH3:20])=[CH:15][CH:14]=3)=[C:11]([C:21]3[CH:26]=[CH:25][CH:24]=[CH:23][CH:22]=3)[O:10][C:6]=2[N:7]=[CH:8][N:9]=1)[CH3:28], predict the reactants needed to synthesize it. The reactants are: [H-].[Na+].Cl[C:4]1[C:5]2[C:12]([C:13]3[CH:18]=[CH:17][C:16]([O:19][CH3:20])=[CH:15][CH:14]=3)=[C:11]([C:21]3[CH:26]=[CH:25][CH:24]=[CH:23][CH:22]=3)[O:10][C:6]=2[N:7]=[CH:8][N:9]=1.[CH2:27]([O:29][C:30](=[O:37])[CH2:31][CH2:32][CH2:33][CH2:34][CH2:35][OH:36])[CH3:28].ClCCl.